Predict the product of the given reaction. From a dataset of Forward reaction prediction with 1.9M reactions from USPTO patents (1976-2016). (1) The product is: [CH2:17]([O:16][CH:15]1[CH2:10][CH2:9][CH:14]([C:30](=[O:29])[CH2:33][CH2:32][C:31]([OH:34])=[O:41])[CH2:13][CH2:12]1)[C:18]1[CH:19]=[CH:20][CH:21]=[CH:22][CH:23]=1. Given the reactants [Sn](Cl)(Cl)(Cl)Cl.C(O[C:9]1(OCC)[CH2:14][CH2:13][CH:12]([CH2:15][O:16][CH2:17][C:18]2[CH:23]=[CH:22][CH:21]=[CH:20][CH:19]=2)C[CH2:10]1)C.C[Si](C)(C)[O:29][C:30]1[CH2:33][CH2:32][C:31]=1[O:34][Si](C)(C)C.[OH2:41], predict the reaction product. (2) Given the reactants [N:1]1[C:5]2[CH:6]=[CH:7][CH:8]=[CH:9][C:4]=2[NH:3][CH:2]=1.[C:10]([OH:14])(C)([CH3:12])[CH3:11].[CH3:15]C(C)([O-])C.[K+].O, predict the reaction product. The product is: [N:1]1([C@@H:11]([CH3:15])[C@@H:10]([CH3:12])[OH:14])[C:5]2[CH:6]=[CH:7][CH:8]=[CH:9][C:4]=2[N:3]=[CH:2]1. (3) Given the reactants [CH2:1]1[C:5]2([CH2:10][CH2:9][O:8][CH2:7][CH2:6]2)[CH2:4][CH:3]([C:11]([O:13][CH2:14][CH3:15])=[O:12])[NH:2]1.C(N(CC)CC)C.[CH2:23]([O:30][C:31](Cl)=[O:32])[C:24]1[CH:29]=[CH:28][CH:27]=[CH:26][CH:25]=1, predict the reaction product. The product is: [CH2:1]1[C:5]2([CH2:10][CH2:9][O:8][CH2:7][CH2:6]2)[CH2:4][C@@H:3]([C:11]([O:13][CH2:14][CH3:15])=[O:12])[N:2]1[C:31]([O:30][CH2:23][C:24]1[CH:29]=[CH:28][CH:27]=[CH:26][CH:25]=1)=[O:32]. (4) Given the reactants Cl[C:2]1[CH:3]=[C:4]([F:31])[C:5](OC)=[C:6]([CH:8]([NH:16][C:17]2[CH:26]=[C:25]([F:27])[CH:24]=[C:23]3[C:18]=2[CH:19]=[CH:20][C:21](=[O:28])[NH:22]3)[C:9]2([C:12]([F:15])([F:14])[F:13])[CH2:11][O:10]2)[CH:7]=1.[Cl:32]([O-])(=O)(=O)=O.[Li+].[CH3:38][NH:39][CH3:40].C1[CH2:45][O:44]CC1, predict the reaction product. The product is: [Cl:32][C:5]1[C:4]([F:31])=[C:3]([O:44][CH3:45])[CH:2]=[CH:7][C:6]=1[CH:8]([NH:16][C:17]1[CH:26]=[C:25]([F:27])[CH:24]=[C:23]2[C:18]=1[CH:19]=[CH:20][C:21](=[O:28])[NH:22]2)[C:9]([CH2:11][N:39]([CH3:40])[CH3:38])([OH:10])[C:12]([F:13])([F:14])[F:15]. (5) Given the reactants [CH:1]1([C:4]2[NH:26][C:7]3=[N:8][C:9]([C:19]4[CH:24]=[CH:23][C:22]([CH3:25])=[CH:21][CH:20]=4)=[C:10]([C:12]4[CH:17]=[CH:16][C:15]([CH3:18])=[CH:14][CH:13]=4)[N:11]=[C:6]3[CH:5]=2)[CH2:3][CH2:2]1.N#N.[H-].[Na+].Br[CH2:32][CH2:33][CH2:34][CH2:35][CH2:36][CH2:37][C:38]([O:40][CH2:41][CH3:42])=[O:39].Cl, predict the reaction product. The product is: [CH:1]1([C:4]2[N:26]([CH2:32][CH2:33][CH2:34][CH2:35][CH2:36][CH2:37][C:38]([O:40][CH2:41][CH3:42])=[O:39])[C:7]3=[N:8][C:9]([C:19]4[CH:20]=[CH:21][C:22]([CH3:25])=[CH:23][CH:24]=4)=[C:10]([C:12]4[CH:17]=[CH:16][C:15]([CH3:18])=[CH:14][CH:13]=4)[N:11]=[C:6]3[CH:5]=2)[CH2:2][CH2:3]1. (6) Given the reactants [NH2:1][C@H:2]([CH2:7][OH:8])[CH2:3][CH:4]([CH3:6])[CH3:5].CS(O)(=O)=O.P(O[CH:17]([C:18]1[CH:23]=[CH:22][CH:21]=[CH:20][CH:19]=1)[C:24]1[CH:29]=[CH:28][CH:27]=[CH:26][CH:25]=1)(O[CH:17]([C:18]1[CH:23]=[CH:22][CH:21]=[CH:20][CH:19]=1)[C:24]1[CH:29]=[CH:28][CH:27]=[CH:26][CH:25]=1)(O[CH:17]([C:24]1[CH:29]=[CH:28][CH:27]=[CH:26][CH:25]=1)[C:18]1[CH:23]=[CH:22][CH:21]=[CH:20][CH:19]=1)=O.C(=O)([O-])[O-].[Na+].[Na+], predict the reaction product. The product is: [C:18]1([CH:17]([C:24]2[CH:25]=[CH:26][CH:27]=[CH:28][CH:29]=2)[O:8][CH2:7][C@@H:2]([NH2:1])[CH2:3][CH:4]([CH3:6])[CH3:5])[CH:23]=[CH:22][CH:21]=[CH:20][CH:19]=1. (7) Given the reactants [F:1][C:2]1[CH:7]=[CH:6][C:5]([C:8]2[C:13](/[CH:14]=[CH:15]/C(O)=O)=[C:12]([CH:19]([CH3:21])[CH3:20])[N:11]=[C:10]([N:22]([CH3:27])[S:23]([CH3:26])(=[O:25])=[O:24])[N:9]=2)=[CH:4][CH:3]=1.[K+].[C:29]([O:35][CH3:36])(=[O:34])[CH2:30][C:31]([O-])=[O:32].[Cl-].[Mg+2].[Cl-].C(N(CC)CC)C, predict the reaction product. The product is: [F:1][C:2]1[CH:7]=[CH:6][C:5]([C:8]2[C:13](/[CH:14]=[CH:15]/[C:31](=[O:32])[CH2:30][C:29]([O:35][CH3:36])=[O:34])=[C:12]([CH:19]([CH3:21])[CH3:20])[N:11]=[C:10]([N:22]([CH3:27])[S:23]([CH3:26])(=[O:25])=[O:24])[N:9]=2)=[CH:4][CH:3]=1.